From a dataset of Catalyst prediction with 721,799 reactions and 888 catalyst types from USPTO. Predict which catalyst facilitates the given reaction. (1) The catalyst class is: 452. Product: [C:8]([O:11][C:12]12[C:30]3[C:25](=[C:26]([NH:31][S:38]([CH3:37])(=[O:40])=[O:39])[CH:27]=[CH:28][CH:29]=3)[C:24](=[O:32])[C:13]1([O:33][C:34](=[O:36])[CH3:35])[C:14]1[C:19]([O:20]2)=[CH:18][C:17]([CH:21]([CH3:23])[CH3:22])=[CH:16][CH:15]=1)(=[O:10])[CH3:9]. Reactant: C(N(CC)CC)C.[C:8]([O:11][C:12]12[C:30]3[C:25](=[C:26]([NH2:31])[CH:27]=[CH:28][CH:29]=3)[C:24](=[O:32])[C:13]1([O:33][C:34](=[O:36])[CH3:35])[C:14]1[C:19]([O:20]2)=[CH:18][C:17]([CH:21]([CH3:23])[CH3:22])=[CH:16][CH:15]=1)(=[O:10])[CH3:9].[CH3:37][S:38](Cl)(=[O:40])=[O:39]. (2) Reactant: [Cl:1][C:2]1[N:3]=[CH:4][C:5]([C:9]([OH:11])=O)=[N:6][C:7]=1[CH3:8].Cl.[CH3:13][C:14]1[S:15][C:16]([CH2:19][NH2:20])=[CH:17][N:18]=1.C(N(CC)CC)C. Product: [Cl:1][C:2]1[N:3]=[CH:4][C:5]([C:9]([NH:20][CH2:19][C:16]2[S:15][C:14]([CH3:13])=[N:18][CH:17]=2)=[O:11])=[N:6][C:7]=1[CH3:8]. The catalyst class is: 9.